Predict the product of the given reaction. From a dataset of Forward reaction prediction with 1.9M reactions from USPTO patents (1976-2016). (1) Given the reactants [Cl:1][C:2]1[C:3]([CH:9]([C:15]([O:17]CC)=O)[C:10]([O:12]CC)=O)=[N:4][CH:5]=[C:6]([Cl:8])[CH:7]=1.[NH2:20][C:21]1[C:25]([C:26]([O:28][CH3:29])=[O:27])=[CH:24][NH:23][N:22]=1.C(N(CCCC)CCCC)CCC, predict the reaction product. The product is: [Cl:1][C:2]1[C:3]([C:9]2[C:10]([OH:12])=[N:20][C:21]3[N:22]([N:23]=[CH:24][C:25]=3[C:26]([O:28][CH3:29])=[O:27])[C:15]=2[OH:17])=[N:4][CH:5]=[C:6]([Cl:8])[CH:7]=1. (2) Given the reactants [CH3:1][C:2]([S:5]([N:7]=[C:8]1[CH2:11][O:10][CH2:9]1)=[O:6])([CH3:4])[CH3:3].[Si]([C:16]#[N:17])(C)(C)C, predict the reaction product. The product is: [C:16]([C:8]1([NH:7][S:5]([C:2]([CH3:1])([CH3:3])[CH3:4])=[O:6])[CH2:11][O:10][CH2:9]1)#[N:17]. (3) Given the reactants [Br:1][C:2]1[CH:7]=[CH:6][C:5]([F:8])=[C:4]([N+:9]([O-])=O)[CH:3]=1.[CH:12]([Mg]Br)=[CH2:13], predict the reaction product. The product is: [Br:1][C:2]1[CH:7]=[CH:6][C:5]([F:8])=[C:4]2[C:3]=1[CH:12]=[CH:13][NH:9]2. (4) Given the reactants O=O.[CH2:3]([N:10]1[CH2:14][C:13]([C:15]2[CH:20]=[CH:19][C:18]([Cl:21])=[C:17]([F:22])[CH:16]=2)=[C:12]([C:23]([OH:25])=[O:24])[CH2:11]1)[C:4]1[CH:9]=[CH:8][CH:7]=[CH:6][CH:5]=1.COC1C(C2C(OC)=CC=CC=2P(C2OC=CC=2)C2OC=CC=2)=C(P(C2OC=CC=2)C2OC=CC=2)C=CC=1.[H][H], predict the reaction product. The product is: [CH2:3]([N:10]1[CH2:14][C@@H:13]([C:15]2[CH:20]=[CH:19][C:18]([Cl:21])=[C:17]([F:22])[CH:16]=2)[C@@H:12]([C:23]([OH:25])=[O:24])[CH2:11]1)[C:4]1[CH:9]=[CH:8][CH:7]=[CH:6][CH:5]=1. (5) Given the reactants [NH:1]([C:16]([O:18][CH2:19][CH:20]1[C:32]2[C:27](=[CH:28][CH:29]=[CH:30][CH:31]=2)[C:26]2[C:21]1=[CH:22][CH:23]=[CH:24][CH:25]=2)=[O:17])[C@H:2]([C:6]([N:8]1[CH2:15][CH2:14][CH2:13][C@H:9]1[C:10]([OH:12])=[O:11])=[O:7])[CH:3]([CH3:5])[CH3:4].[CH3:33][C@@H:34]1[O:39][C@@H:38]([O:40][C@@H:41]2[C:46]3=[C:47]([OH:64])[C:48]4[C:60](=[O:61])[C:59]5[C:54](=[CH:55][CH:56]=[CH:57][C:58]=5[O:62][CH3:63])[C:52](=[O:53])[C:49]=4[C:50]([OH:51])=[C:45]3[CH2:44][C@@:43]([OH:69])([C:65]([CH2:67][OH:68])=[O:66])[CH2:42]2)[CH2:37][C@H:36]([NH2:70])[C@@H:35]1[OH:71].Cl.C(N(C(C)C)CC)(C)C, predict the reaction product. The product is: [NH:1]([C:16]([O:18][CH2:19][CH:20]1[C:21]2[C:26](=[CH:25][CH:24]=[CH:23][CH:22]=2)[C:27]2[C:32]1=[CH:31][CH:30]=[CH:29][CH:28]=2)=[O:17])[C@H:2]([C:6]([N:8]1[CH2:15][CH2:14][CH2:13][C@H:9]1[C:10]([OH:12])=[O:11])=[O:7])[CH:3]([CH3:5])[CH3:4].[CH3:33][C@@H:34]1[O:39][C@@H:38]([O:40][C@@H:41]2[C:46]3=[C:47]([OH:64])[C:48]4[C:60](=[O:61])[C:59]5[C:54](=[CH:55][CH:56]=[CH:57][C:58]=5[O:62][CH3:63])[C:52](=[O:53])[C:49]=4[C:50]([OH:51])=[C:45]3[CH2:44][C@@:43]([OH:69])([C:65]([CH2:67][OH:68])=[O:66])[CH2:42]2)[CH2:37][C@H:36]([NH2:70])[C@@H:35]1[OH:71]. (6) Given the reactants Cl.[N:2]1[CH2:7][CH2:6][CH2:5][CH2:4][C:3]=1[NH2:8].C(=O)([O-])[O-].[K+].[K+].[N:15]1[CH:20]=[CH:19][C:18]([C:21](=O)[CH2:22][C:23](OCC)=[O:24])=[N:17][CH:16]=1, predict the reaction product. The product is: [N:15]1[CH:20]=[CH:19][C:18]([C:21]2[N:8]=[C:3]3[CH2:4][CH2:5][CH2:6][CH2:7][N:2]3[C:23](=[O:24])[CH:22]=2)=[N:17][CH:16]=1.